Predict the reaction yield, written as a fraction of the theoretical maximum amount of product (1.0 means a 100% yield; for example, 0.34 means a 34% yield). From a dataset of Reaction yield outcomes from USPTO patents with 853,638 reactions. (1) The reactants are [Br-].[O:2]1[CH:6]=[CH:5][CH:4]=[C:3]1[CH2:7][P+](C1C=CC=CC=1)(C1C=CC=CC=1)C1C=CC=CC=1.CC(C)([O-])C.[K+].[C:33]([O:37][C:38]([NH:40][C@@:41]([CH2:53][CH3:54])([CH2:44][O:45][C:46](=[O:52])[CH2:47][CH2:48][CH2:49][CH2:50][CH3:51])[CH:42]=O)=[O:39])([CH3:36])([CH3:35])[CH3:34].[Cl-].[NH4+]. The catalyst is O1CCCC1. The product is [C:33]([O:37][C:38]([NH:40][C@:41]([CH2:53][CH3:54])([CH:42]=[CH:7][C:3]1[O:2][CH:6]=[CH:5][CH:4]=1)[CH2:44][O:45][C:46](=[O:52])[CH2:47][CH2:48][CH2:49][CH2:50][CH3:51])=[O:39])([CH3:35])([CH3:36])[CH3:34]. The yield is 0.990. (2) The reactants are [Cl:1][C:2]1[CH:7]=[CH:6][C:5]([CH:8]2[N:12]([C:13]3[CH:18]=[C:17]([CH3:19])[C:16](=[O:20])[N:15]([CH3:21])[CH:14]=3)[C:11](=[O:22])[C:10](=O)[CH:9]2[C:24](=O)[CH2:25][CH3:26])=[CH:4][CH:3]=1.Cl.[CH:29]1([NH:32][NH2:33])[CH2:31][CH2:30]1.C(N(CC)CC)C.S(=O)(=O)(O)N. The catalyst is CCO.CC(O)=O. The product is [Cl:1][C:2]1[CH:7]=[CH:6][C:5]([CH:8]2[C:9]3[C:10](=[N:33][N:32]([CH:29]4[CH2:31][CH2:30]4)[C:24]=3[CH2:25][CH3:26])[C:11](=[O:22])[N:12]2[C:13]2[CH:18]=[C:17]([CH3:19])[C:16](=[O:20])[N:15]([CH3:21])[CH:14]=2)=[CH:4][CH:3]=1. The yield is 0.0500. (3) The reactants are C[O:2][C:3]1[CH:8]=[C:7]([C:9]([C:11]2[N:16]3[N:17]=[C:18]([NH:20][C:21]4[CH:26]=[CH:25][C:24]([C:27]([F:30])([F:29])[F:28])=[CH:23][CH:22]=4)[N:19]=[C:15]3[CH:14]=[CH:13][CH:12]=2)=O)[CH:6]=[CH:5][N:4]=1.[CH2:31]([Li])CCC.CON(C)C(=O)C1C=CN=C(OC)C=1. The catalyst is O1CCCC1. The product is [F:28][C:27]([F:29])([F:30])[C:24]1[CH:23]=[CH:22][C:21]([NH:20][C:18]2[N:19]=[C:15]3[CH:14]=[CH:13][CH:12]=[C:11]([CH:9]([C:7]4[CH:6]=[CH:5][NH:4][C:3](=[O:2])[CH:8]=4)[CH3:31])[N:16]3[N:17]=2)=[CH:26][CH:25]=1. The yield is 0.490.